From a dataset of hERG potassium channel inhibition data for cardiac toxicity prediction from Karim et al.. Regression/Classification. Given a drug SMILES string, predict its toxicity properties. Task type varies by dataset: regression for continuous values (e.g., LD50, hERG inhibition percentage) or binary classification for toxic/non-toxic outcomes (e.g., AMES mutagenicity, cardiotoxicity, hepatotoxicity). Dataset: herg_karim. (1) The drug is Cc1cc(F)ccc1C1CCN(C[C@@H]2CCc3cccnc3[C@@H](O)C2)CC1O. The result is 0 (non-blocker). (2) The compound is CCCCc1cc(OC2CCN(CCCCNS(C)(=O)=O)CC2)c2ncccc2c1.Cl.Cl. The result is 1 (blocker). (3) The molecule is CCOC(=O)c1nn(-c2ccc(Cl)cc2)/c(=N/c2nc(-c3ccccc3)cc(-c3ccccc3)c2C#N)s1. The result is 1 (blocker). (4) The drug is COc1cccc([C@@]23C[C@@H]2CN(CCCSc2nnc(-c4ocnc4C)n2C)C3)c1. The result is 1 (blocker).